Dataset: Forward reaction prediction with 1.9M reactions from USPTO patents (1976-2016). Task: Predict the product of the given reaction. (1) Given the reactants [CH2:1]([O:8][C:9]([NH:11][CH:12]([CH2:17]OS(C1C=CC(C)=CC=1)(=O)=O)[C:13]([O:15][CH3:16])=[O:14])=[O:10])[C:2]1[CH:7]=[CH:6][CH:5]=[CH:4][CH:3]=1.[CH3:29][C:30](C)([O-])[CH3:31].[K+].C(Br)C=C.O, predict the reaction product. The product is: [CH2:31]([N:11]([C:9]([O:8][CH2:1][C:2]1[CH:3]=[CH:4][CH:5]=[CH:6][CH:7]=1)=[O:10])[C:12](=[CH2:17])[C:13]([O:15][CH3:16])=[O:14])[CH:30]=[CH2:29]. (2) Given the reactants [F:1][CH:2]([F:5])[CH2:3]Cl.[C:6]1(=[O:16])[NH:10][C:9](=[O:11])[C:8]2=[CH:12][CH:13]=[CH:14][CH:15]=[C:7]12.C(=O)([O-])[O-].[K+].[K+], predict the reaction product. The product is: [F:1][CH:2]([F:5])[CH2:3][N:10]1[C:6](=[O:16])[C:7]2[C:8](=[CH:12][CH:13]=[CH:14][CH:15]=2)[C:9]1=[O:11]. (3) Given the reactants C[S-].[Na+].[ClH:4].C[O:6][C:7]1[CH:12]=[CH:11][C:10]([C:13]2[N:17]([CH3:18])[C:16]([C:19]([CH3:32])([O:21][C:22]3[CH:27]=[CH:26][C:25]([C:28]([F:31])([F:30])[F:29])=[CH:24][CH:23]=3)[CH3:20])=[N:15][N:14]=2)=[C:9]([C:33]([F:36])([F:35])[F:34])[CH:8]=1.O, predict the reaction product. The product is: [ClH:4].[CH3:18][N:17]1[C:16]([C:19]([CH3:32])([O:21][C:22]2[CH:27]=[CH:26][C:25]([C:28]([F:30])([F:31])[F:29])=[CH:24][CH:23]=2)[CH3:20])=[N:15][N:14]=[C:13]1[C:10]1[CH:11]=[CH:12][C:7]([OH:6])=[CH:8][C:9]=1[C:33]([F:34])([F:36])[F:35].